Dataset: Catalyst prediction with 721,799 reactions and 888 catalyst types from USPTO. Task: Predict which catalyst facilitates the given reaction. Reactant: [Br:1][C:2]1[CH:10]=[C:9]2[C:5]([CH:6]=[N:7][N:8]2[S:11]([C:14]2[CH:19]=[CH:18][CH:17]=[CH:16][CH:15]=2)(=[O:13])=[O:12])=[C:4]([C:20]2[O:21][C:22]([CH2:25]Cl)=[N:23][N:24]=2)[CH:3]=1.[I-].[Na+].[NH2:29][CH2:30][CH:31]([OH:39])[CH2:32][N:33]1[CH2:38][CH2:37][O:36][CH2:35][CH2:34]1.CCN(C(C)C)C(C)C. Product: [Br:1][C:2]1[CH:10]=[C:9]2[C:5]([CH:6]=[N:7][N:8]2[S:11]([C:14]2[CH:19]=[CH:18][CH:17]=[CH:16][CH:15]=2)(=[O:13])=[O:12])=[C:4]([C:20]2[O:21][C:22]([CH2:25][NH:29][CH2:30][CH:31]([OH:39])[CH2:32][N:33]3[CH2:34][CH2:35][O:36][CH2:37][CH2:38]3)=[N:23][N:24]=2)[CH:3]=1. The catalyst class is: 291.